Predict the reactants needed to synthesize the given product. From a dataset of Full USPTO retrosynthesis dataset with 1.9M reactions from patents (1976-2016). (1) Given the product [CH3:3][C:4]1([C:9]2[N:10]=[C:11]([CH2:14][N:15]3[N:19]=[C:18]([NH2:20])[CH:17]=[N:16]3)[S:12][CH:13]=2)[O:5][CH2:6][CH2:7][O:8]1, predict the reactants needed to synthesize it. The reactants are: N#N.[CH3:3][C:4]1([C:9]2[N:10]=[C:11]([CH2:14][N:15]3[N:19]=[C:18]([N+:20]([O-])=O)[CH:17]=[N:16]3)[S:12][CH:13]=2)[O:8][CH2:7][CH2:6][O:5]1.[NH4+].[Cl-]. (2) Given the product [OH:7][C:6]([C:8]1[CH:9]=[CH:10][C:11]([C:14]2[N:18]=[C:17]([C:19]3[CH:24]=[CH:23][CH:22]=[C:21]([Br:25])[CH:20]=3)[O:16][N:15]=2)=[N:12][CH:13]=1)=[O:5], predict the reactants needed to synthesize it. The reactants are: C([O:5][C:6]([C:8]1[CH:9]=[CH:10][C:11]([C:14]2[N:18]=[C:17]([C:19]3[CH:24]=[CH:23][CH:22]=[C:21]([Br:25])[CH:20]=3)[O:16][N:15]=2)=[N:12][CH:13]=1)=[O:7])(C)(C)C. (3) Given the product [N+:1]([C:4]1[CH:5]=[CH:6][C:7]([C:10](=[O:12])/[CH:11]=[CH:19]/[C:16]2[CH:17]=[CH:18][N:13]=[CH:14][CH:15]=2)=[CH:8][CH:9]=1)([O-:3])=[O:2], predict the reactants needed to synthesize it. The reactants are: [N+:1]([C:4]1[CH:9]=[CH:8][C:7]([C:10](=[O:12])[CH3:11])=[CH:6][CH:5]=1)([O-:3])=[O:2].[N:13]1[CH:18]=[CH:17][C:16]([CH:19]=O)=[CH:15][CH:14]=1.[OH-].[Na+]. (4) Given the product [CH3:1][C@H:2]1[N:13]([CH3:14])[C:12](=[O:15])[C@H:11]([CH2:16][C:17]([OH:19])=[O:18])[CH2:10][CH:9]=[CH:8][CH2:7][CH2:6][C:5](=[O:24])[O:4][C@@H:3]1[C:25]1[CH:26]=[CH:27][CH:28]=[CH:29][CH:30]=1, predict the reactants needed to synthesize it. The reactants are: [CH3:1][C@H:2]1[N:13]([CH3:14])[C:12](=[O:15])[C@H:11]([CH2:16][C:17]([O:19]C(C)(C)C)=[O:18])[CH2:10][CH:9]=[CH:8][CH2:7][CH2:6][C:5](=[O:24])[O:4][C@@H:3]1[C:25]1[CH:30]=[CH:29][CH:28]=[CH:27][CH:26]=1.FC(F)(F)C(O)=O. (5) Given the product [Br:21][C:17]1[CH:16]=[C:15]([CH:20]=[CH:19][CH:18]=1)[N:7]([C:8]1[CH:9]=[CH:10][CH:11]=[CH:12][CH:13]=1)[C:1]1[CH:6]=[CH:5][CH:4]=[CH:3][CH:2]=1, predict the reactants needed to synthesize it. The reactants are: [C:1]1([NH:7][C:8]2[CH:13]=[CH:12][CH:11]=[CH:10][CH:9]=2)[CH:6]=[CH:5][CH:4]=[CH:3][CH:2]=1.Br[C:15]1[CH:20]=[CH:19][CH:18]=[C:17]([Br:21])[CH:16]=1.CC([O-])(C)C.[Na+]. (6) Given the product [CH2:1]([S:15][CH2:16][CH2:17][OH:18])[CH2:2][CH2:3][CH2:4][CH2:5][CH2:6][CH2:7][CH2:8][CH2:9][CH2:10][CH2:11][CH2:12][CH2:13][CH3:14], predict the reactants needed to synthesize it. The reactants are: [CH2:1]([S:15][CH2:16][C:17](O)=[O:18])[CH2:2][CH2:3][CH2:4][CH2:5][CH2:6][CH2:7][CH2:8][CH2:9][CH2:10][CH2:11][CH2:12][CH2:13][CH3:14].[H-].[H-].[H-].[H-].[Li+].[Al+3].[NH4+].[Cl-]. (7) Given the product [C:2]([NH:1][C@@H:7]([C:5]([OH:6])=[O:26])[C@H:16]([CH2:14][CH3:12])[CH3:17])(=[O:3])[NH2:4], predict the reactants needed to synthesize it. The reactants are: [NH:1]1[CH2:7][C:5](=[O:6])[NH:4][C:2]1=[O:3].N1[CH2:14][C:12](=O)NC1=O.N[C@H:16](C(O)=O)[C@H:17](CC)C.N1CC(=O)NC1=[O:26].N[C@@H](C(O)=O)[C@H](CC)C.N1CC(=O)NC1=O.N[C@H](C(O)=O)[C@@H](CC)C.N1CC(=O)NC1=O.N[C@@H](C(O)=O)[C@@H](CC)C.